Dataset: Catalyst prediction with 721,799 reactions and 888 catalyst types from USPTO. Task: Predict which catalyst facilitates the given reaction. (1) Reactant: [CH3:1][O:2][C:3]1[CH:4]=[C:5]([CH:9]=[CH:10][C:11]=1[O:12][CH2:13][CH2:14][N:15]1[CH2:19][CH2:18][NH:17][C:16]1=[O:20])[CH:6]=[N:7][OH:8].[O-]Cl.[Na+]. Product: [CH3:1][O:2][C:3]1[CH:4]=[C:5]([CH:9]=[CH:10][C:11]=1[O:12][CH2:13][CH2:14][N:15]1[CH2:19][CH2:18][NH:17][C:16]1=[O:20])[C:6]#[N+:7][O-:8]. The catalyst class is: 34. (2) Reactant: [Cl:1][C:2]1[C:3]2[C:48]([F:49])=[CH:47][CH:46]=[C:45]([F:50])[C:4]=2[S:5][C:6]=1[C:7]([N:9]([CH2:25][C:26]1[CH:31]=[C:30]([C:32]2[CH:37]=[CH:36][N:35]=[C:34]([C:38](=[O:42])N(C)C)[CH:33]=2)[CH:29]=[CH:28][C:27]=1[O:43][CH3:44])[CH:10]1[CH2:15][CH2:14][CH:13]([N:16]([CH3:24])[C:17](=[O:23])[O:18][C:19]([CH3:22])([CH3:21])[CH3:20])[CH2:12][CH2:11]1)=[O:8].[CH3:51][Mg]Br. Product: [C:19]([O:18][C:17](=[O:23])[N:16]([CH:13]1[CH2:12][CH2:11][CH:10]([N:9]([CH2:25][C:26]2[CH:31]=[C:30]([C:32]3[CH:37]=[CH:36][N:35]=[C:34]([C:38](=[O:42])[CH3:51])[CH:33]=3)[CH:29]=[CH:28][C:27]=2[O:43][CH3:44])[C:7]([C:6]2[S:5][C:4]3[C:45]([F:50])=[CH:46][CH:47]=[C:48]([F:49])[C:3]=3[C:2]=2[Cl:1])=[O:8])[CH2:15][CH2:14]1)[CH3:24])([CH3:22])([CH3:21])[CH3:20]. The catalyst class is: 1. (3) Reactant: [F:1][C:2]1[C:36]([F:37])=[CH:35][CH:34]=[CH:33][C:3]=1[CH2:4][NH:5][C:6](=[O:32])[N:7]([C@H:9]([CH2:17][O:18][C:19](=[O:31])[NH:20][C:21]1[N:22]=[CH:23][C:24]2[C:29]([CH:30]=1)=[CH:28][CH:27]=[CH:26][CH:25]=2)[CH2:10][CH2:11][CH2:12][C:13]([O:15]C)=[O:14])[CH3:8].[Li+].[OH-].Cl. Product: [F:1][C:2]1[C:36]([F:37])=[CH:35][CH:34]=[CH:33][C:3]=1[CH2:4][NH:5][C:6](=[O:32])[N:7]([C@H:9]([CH2:17][O:18][C:19](=[O:31])[NH:20][C:21]1[N:22]=[CH:23][C:24]2[C:29]([CH:30]=1)=[CH:28][CH:27]=[CH:26][CH:25]=2)[CH2:10][CH2:11][CH2:12][C:13]([OH:15])=[O:14])[CH3:8]. The catalyst class is: 12. (4) Reactant: C(OC([N:8]1[CH2:13][CH2:12][CH:11]([C:14](=[O:25])[C:15]2[CH:20]=[CH:19][C:18]([O:21][CH2:22][CH3:23])=[C:17]([F:24])[CH:16]=2)[CH2:10][CH2:9]1)=O)(C)(C)C.C(O)(C(F)(F)F)=O. Product: [CH2:22]([O:21][C:18]1[CH:19]=[CH:20][C:15]([C:14]([CH:11]2[CH2:12][CH2:13][NH:8][CH2:9][CH2:10]2)=[O:25])=[CH:16][C:17]=1[F:24])[CH3:23]. The catalyst class is: 2.